Predict the reactants needed to synthesize the given product. From a dataset of Full USPTO retrosynthesis dataset with 1.9M reactions from patents (1976-2016). (1) Given the product [CH3:26][O:27][C@@H:28]([C:30]1[N:31]=[CH:32][N:33]([C:15]2[CH:14]=[C:9]3[C:10]4[C:5]([CH2:6][CH2:7][N:8]3[C:18](=[O:19])[CH2:17][N:16]=2)=[C:4]([C:2]([CH3:3])=[CH2:1])[CH:13]=[CH:12][CH:11]=4)[CH:34]=1)[CH3:29], predict the reactants needed to synthesize it. The reactants are: [CH2:1]=[C:2]([C:4]1[CH:13]=[CH:12][CH:11]=[C:10]2[C:5]=1[CH2:6][CH2:7][N:8]1[C:18](=[O:19])[CH2:17][NH:16][C:15](=O)[CH:14]=[C:9]12)[CH3:3].O=P(Cl)(Cl)Cl.[CH3:26][O:27][C@@H:28]([C:30]1[N:31]=[CH:32][NH:33][CH:34]=1)[CH3:29].N1C=CC=CC=1. (2) Given the product [C:1]([N:4]1[C:13]2[CH:12]=[CH:11][C:10]([NH:14][C:31]([C:30]3[C:29]([Cl:28])=[N:37][CH:36]=[CH:35][CH:34]=3)=[O:32])=[CH:9][C:8]=2[C:7]2[N:15]([C:21]3[CH:22]=[CH:23][C:24]([F:27])=[CH:25][CH:26]=3)[N:16]=[C:17]([C:18]([NH2:20])=[O:19])[C:6]=2[CH2:5]1)(=[O:3])[CH3:2], predict the reactants needed to synthesize it. The reactants are: [C:1]([N:4]1[C:13]2[CH:12]=[CH:11][C:10]([NH2:14])=[CH:9][C:8]=2[C:7]2[N:15]([C:21]3[CH:26]=[CH:25][C:24]([F:27])=[CH:23][CH:22]=3)[N:16]=[C:17]([C:18]([NH2:20])=[O:19])[C:6]=2[CH2:5]1)(=[O:3])[CH3:2].[Cl:28][C:29]1[N:37]=[CH:36][CH:35]=[CH:34][C:30]=1[C:31](O)=[O:32].C(N(C(C)C)CC)(C)C.CN(C(ON1N=NC2C=CC=NC1=2)=[N+](C)C)C.F[P-](F)(F)(F)(F)F.